This data is from Reaction yield outcomes from USPTO patents with 853,638 reactions. The task is: Predict the reaction yield, written as a fraction of the theoretical maximum amount of product (1.0 means a 100% yield; for example, 0.34 means a 34% yield). (1) The reactants are C([O:8][C:9]1[C:14]([CH3:15])=[CH:13][C:12]([C:16]2[NH:17][C:18](=[O:30])[C:19]3[C:20]([O:28][CH3:29])=[CH:21][C:22]([O:26][CH3:27])=[N:23][C:24]=3[CH:25]=2)=[CH:11][C:10]=1[CH3:31])C1C=CC=CC=1. The catalyst is CN(C=O)C.CO.[Pd]. The product is [OH:8][C:9]1[C:10]([CH3:31])=[CH:11][C:12]([C:16]2[NH:17][C:18](=[O:30])[C:19]3[C:20]([O:28][CH3:29])=[CH:21][C:22]([O:26][CH3:27])=[N:23][C:24]=3[CH:25]=2)=[CH:13][C:14]=1[CH3:15]. The yield is 0.880. (2) The reactants are Cl[C:2]1[C:10]2[O:9][CH2:8][CH2:7][C:6]=2[C:5]([CH:11]2[C@H:16]([O:17][CH2:18][C:19]3[CH:24]=[CH:23][CH:22]=[CH:21][CH:20]=3)[C@@H:15]([O:25][CH2:26][C:27]3[CH:32]=[CH:31][CH:30]=[CH:29][CH:28]=3)[C@H:14]([O:33][CH2:34][C:35]3[CH:40]=[CH:39][CH:38]=[CH:37][CH:36]=3)[C@@H:13]([CH2:41][O:42][CH2:43][C:44]3[CH:49]=[CH:48][CH:47]=[CH:46][CH:45]=3)[O:12]2)=[CH:4][C:3]=1[CH2:50][C:51]1[CH:56]=[CH:55][C:54]([O:57][CH2:58][CH3:59])=[CH:53][CH:52]=1.[CH:60]1(B(O)O)[CH2:62][CH2:61]1.C1(P(C2CCCCC2)C2C=CC=CC=2C2C(OC)=CC=CC=2OC)CCCCC1.[O-]P([O-])([O-])=O.[K+].[K+].[K+]. The catalyst is C1(C)C=CC=CC=1.O.CC([O-])=O.CC([O-])=O.[Pd+2]. The product is [CH:60]1([C:2]2[C:10]3[O:9][CH2:8][CH2:7][C:6]=3[C:5]([CH:11]3[C@H:16]([O:17][CH2:18][C:19]4[CH:24]=[CH:23][CH:22]=[CH:21][CH:20]=4)[C@@H:15]([O:25][CH2:26][C:27]4[CH:28]=[CH:29][CH:30]=[CH:31][CH:32]=4)[C@H:14]([O:33][CH2:34][C:35]4[CH:40]=[CH:39][CH:38]=[CH:37][CH:36]=4)[C@@H:13]([CH2:41][O:42][CH2:43][C:44]4[CH:45]=[CH:46][CH:47]=[CH:48][CH:49]=4)[O:12]3)=[CH:4][C:3]=2[CH2:50][C:51]2[CH:52]=[CH:53][C:54]([O:57][CH2:58][CH3:59])=[CH:55][CH:56]=2)[CH2:62][CH2:61]1. The yield is 0.430. (3) The reactants are Cl[C:2]1[C:3]2[CH2:12][CH2:11][N:10]([C@@:13]3([CH3:25])[CH2:17][CH2:16][N:15]([C:18]([O:20][C:21]([CH3:24])([CH3:23])[CH3:22])=[O:19])[CH2:14]3)[C:4]=2[N:5]=[C:6]([S:8][CH3:9])[N:7]=1.CC1(C)C(C)(C)OB([C:34]2[CH:35]=[N:36][C:37]([NH2:40])=[N:38][CH:39]=2)O1.C([O-])([O-])=O.[Na+].[Na+]. The catalyst is O1CCOCC1.C1C=CC(P(C2C=CC=CC=2)[C-]2C=CC=C2)=CC=1.C1C=CC(P(C2C=CC=CC=2)[C-]2C=CC=C2)=CC=1.Cl[Pd]Cl.[Fe+2].C(Cl)Cl. The product is [NH2:40][C:37]1[N:38]=[CH:39][C:34]([C:2]2[C:3]3[CH2:12][CH2:11][N:10]([C@@:13]4([CH3:25])[CH2:17][CH2:16][N:15]([C:18]([O:20][C:21]([CH3:24])([CH3:23])[CH3:22])=[O:19])[CH2:14]4)[C:4]=3[N:5]=[C:6]([S:8][CH3:9])[N:7]=2)=[CH:35][N:36]=1. The yield is 0.580. (4) The reactants are C(OC(=O)C)(=O)C.[CH:8]([OH:10])=O.[NH2:11][C:12]1[C:13](=[O:35])[N:14]([CH3:34])[CH:15]=[C:16]([C:18]2[N:22]([CH2:23][C:24]3[CH:29]=[CH:28][CH:27]=[CH:26][CH:25]=3)[C:21]3[CH:30]=[CH:31][CH:32]=[CH:33][C:20]=3[N:19]=2)[CH:17]=1. No catalyst specified. The product is [CH2:23]([N:22]1[C:21]2[CH:30]=[CH:31][CH:32]=[CH:33][C:20]=2[N:19]=[C:18]1[C:16]1[CH:17]=[C:12]([NH:11][CH:8]=[O:10])[C:13](=[O:35])[N:14]([CH3:34])[CH:15]=1)[C:24]1[CH:25]=[CH:26][CH:27]=[CH:28][CH:29]=1. The yield is 0.880. (5) The product is [CH2:48]([NH:39][C:17](=[S:27])[CH2:16][CH:15]([CH2:28][CH3:29])[CH2:14][CH2:13][C:10]1[CH:11]=[CH:12][C:7]([OH:6])=[C:8]([O:30][CH3:31])[CH:9]=1)[CH2:49][C:50]1[CH:51]=[CH:9][CH:8]=[CH:7][CH:12]=1. The yield is 0.550. The catalyst is C1COCC1. The reactants are C([Si](C)(C)[O:6][C:7]1[CH:12]=[CH:11][C:10]([CH2:13][CH2:14][CH:15]([CH2:28][CH3:29])[CH2:16][C:17](=[S:27])CCCC2C=CC=CC=2)=[CH:9][C:8]=1[O:30][CH3:31])(C)(C)C.[F-].C([N+:39]([CH2:48][CH2:49][CH2:50][CH3:51])(CCCC)CCCC)CCC. (6) The reactants are [NH2:1][C:2]1[N:7]=[CH:6][N:5]=[C:4]2[N:8]([CH2:12][C@H:13]3[CH2:17][CH2:16][CH2:15][N:14]3[C:18]([O:20][C:21]([CH3:24])([CH3:23])[CH3:22])=[O:19])[N:9]=[C:10](I)[C:3]=12.[F:25][C:26]1[CH:31]=[C:30]([O:32][C:33]2[CH:38]=[CH:37][CH:36]=[CH:35][CH:34]=2)[CH:29]=[CH:28][C:27]=1B(O)O.O1CCOCC1.C(=O)([O-])[O-].[Na+].[Na+]. The catalyst is [Pd].C1(P(C2C=CC=CC=2)C2C=CC=CC=2)C=CC=CC=1.C1(P(C2C=CC=CC=2)C2C=CC=CC=2)C=CC=CC=1.C1(P(C2C=CC=CC=2)C2C=CC=CC=2)C=CC=CC=1.C1(P(C2C=CC=CC=2)C2C=CC=CC=2)C=CC=CC=1.O. The product is [NH2:1][C:2]1[N:7]=[CH:6][N:5]=[C:4]2[N:8]([CH2:12][C@H:13]3[CH2:17][CH2:16][CH2:15][N:14]3[C:18]([O:20][C:21]([CH3:24])([CH3:23])[CH3:22])=[O:19])[N:9]=[C:10]([C:27]3[CH:28]=[CH:29][C:30]([O:32][C:33]4[CH:38]=[CH:37][CH:36]=[CH:35][CH:34]=4)=[CH:31][C:26]=3[F:25])[C:3]=12. The yield is 0.800. (7) The reactants are Br[CH2:2][C:3]1[CH:8]=[CH:7][CH:6]=[CH:5][C:4]=1[F:9].[NH2:10][C:11]([C@@H:13]1[CH2:17][CH2:16][C@H:15]([C:18]2[CH:23]=[CH:22][C:21]([OH:24])=[CH:20][CH:19]=2)[N:14]1[C:25]([O:27][C:28]([CH3:31])([CH3:30])[CH3:29])=[O:26])=[O:12].C(=O)([O-])[O-].[K+].[K+].C(OCC)(=O)C. The catalyst is C(#N)C.O. The product is [NH2:10][C:11]([C@@H:13]1[CH2:17][CH2:16][C@H:15]([C:18]2[CH:23]=[CH:22][C:21]([O:24][CH2:2][C:3]3[CH:8]=[CH:7][CH:6]=[CH:5][C:4]=3[F:9])=[CH:20][CH:19]=2)[N:14]1[C:25]([O:27][C:28]([CH3:31])([CH3:30])[CH3:29])=[O:26])=[O:12]. The yield is 0.850.